Dataset: NCI-60 drug combinations with 297,098 pairs across 59 cell lines. Task: Regression. Given two drug SMILES strings and cell line genomic features, predict the synergy score measuring deviation from expected non-interaction effect. (1) Drug 1: CC1=C2C(C(=O)C3(C(CC4C(C3C(C(C2(C)C)(CC1OC(=O)C(C(C5=CC=CC=C5)NC(=O)OC(C)(C)C)O)O)OC(=O)C6=CC=CC=C6)(CO4)OC(=O)C)OC)C)OC. Drug 2: CCCCC(=O)OCC(=O)C1(CC(C2=C(C1)C(=C3C(=C2O)C(=O)C4=C(C3=O)C=CC=C4OC)O)OC5CC(C(C(O5)C)O)NC(=O)C(F)(F)F)O. Cell line: NCI-H322M. Synergy scores: CSS=46.1, Synergy_ZIP=8.30, Synergy_Bliss=7.19, Synergy_Loewe=-10.6, Synergy_HSA=9.83. (2) Drug 1: C1CCN(CC1)CCOC2=CC=C(C=C2)C(=O)C3=C(SC4=C3C=CC(=C4)O)C5=CC=C(C=C5)O. Drug 2: CN1C(=O)N2C=NC(=C2N=N1)C(=O)N. Cell line: MDA-MB-435. Synergy scores: CSS=-12.5, Synergy_ZIP=7.63, Synergy_Bliss=4.55, Synergy_Loewe=-4.32, Synergy_HSA=-6.22. (3) Drug 1: C1CN(CCN1C(=O)CCBr)C(=O)CCBr. Drug 2: C1=NNC2=C1C(=O)NC=N2. Cell line: SK-MEL-28. Synergy scores: CSS=15.2, Synergy_ZIP=1.23, Synergy_Bliss=5.47, Synergy_Loewe=2.89, Synergy_HSA=2.83. (4) Drug 1: C1CC(=O)NC(=O)C1N2CC3=C(C2=O)C=CC=C3N. Drug 2: CC1=C2C(C(=O)C3(C(CC4C(C3C(C(C2(C)C)(CC1OC(=O)C(C(C5=CC=CC=C5)NC(=O)C6=CC=CC=C6)O)O)OC(=O)C7=CC=CC=C7)(CO4)OC(=O)C)O)C)OC(=O)C. Cell line: K-562. Synergy scores: CSS=18.3, Synergy_ZIP=-0.101, Synergy_Bliss=-3.51, Synergy_Loewe=-61.1, Synergy_HSA=-5.76. (5) Drug 1: CC1=C(N=C(N=C1N)C(CC(=O)N)NCC(C(=O)N)N)C(=O)NC(C(C2=CN=CN2)OC3C(C(C(C(O3)CO)O)O)OC4C(C(C(C(O4)CO)O)OC(=O)N)O)C(=O)NC(C)C(C(C)C(=O)NC(C(C)O)C(=O)NCCC5=NC(=CS5)C6=NC(=CS6)C(=O)NCCC[S+](C)C)O. Drug 2: CN(CCCl)CCCl.Cl. Cell line: UACC-257. Synergy scores: CSS=12.6, Synergy_ZIP=-4.37, Synergy_Bliss=-0.315, Synergy_Loewe=2.10, Synergy_HSA=2.37. (6) Drug 1: CN(C)C1=NC(=NC(=N1)N(C)C)N(C)C. Drug 2: CN(CCCl)CCCl.Cl. Synergy scores: CSS=-6.08, Synergy_ZIP=4.18, Synergy_Bliss=4.02, Synergy_Loewe=-3.77, Synergy_HSA=-2.56. Cell line: MDA-MB-435.